This data is from Full USPTO retrosynthesis dataset with 1.9M reactions from patents (1976-2016). The task is: Predict the reactants needed to synthesize the given product. The reactants are: S(Cl)([Cl:3])=O.[NH2:5][C@@H:6]([C:15]([OH:17])=[O:16])[CH2:7][C:8]1[CH:13]=[CH:12][C:11]([OH:14])=[CH:10][CH:9]=1.[CH3:18]O. Given the product [ClH:3].[CH3:18][O:16][C:15](=[O:17])[C@@H:6]([CH2:7][C:8]1[CH:9]=[CH:10][C:11]([OH:14])=[CH:12][CH:13]=1)[NH2:5], predict the reactants needed to synthesize it.